Dataset: Catalyst prediction with 721,799 reactions and 888 catalyst types from USPTO. Task: Predict which catalyst facilitates the given reaction. Reactant: [Cl:1][C:2]1[CH:7]=[C:6]2[NH:8][C:9](=[O:28])[C:10]3([CH:14]([CH2:15][C:16]([CH3:19])([CH3:18])[CH3:17])[CH2:13][NH:12][CH:11]3[C:20]3[CH:25]=[CH:24][CH:23]=[C:22]([Cl:26])[C:21]=3[F:27])[C:5]2=[CH:4][CH:3]=1.C([O-])(O)=O.[Na+].C1(C)C=CC=CC=1.[C:41](Cl)([Cl:43])=[O:42]. Product: [Cl:1][C:2]1[CH:7]=[C:6]2[NH:8][C:9](=[O:28])[C:10]3([CH:14]([CH2:15][C:16]([CH3:18])([CH3:19])[CH3:17])[CH2:13][N:12]([C:41]([Cl:43])=[O:42])[CH:11]3[C:20]3[CH:25]=[CH:24][CH:23]=[C:22]([Cl:26])[C:21]=3[F:27])[C:5]2=[CH:4][CH:3]=1. The catalyst class is: 4.